Task: Predict the reactants needed to synthesize the given product.. Dataset: Full USPTO retrosynthesis dataset with 1.9M reactions from patents (1976-2016) (1) Given the product [CH3:1][N:2]1[C:10]2[C:5](=[CH:6][C:7]([CH2:11][NH2:12])=[CH:8][CH:9]=2)[CH:4]=[C:3]1[C:13]([F:14])([F:15])[F:16], predict the reactants needed to synthesize it. The reactants are: [CH3:1][N:2]1[C:10]2[C:5](=[CH:6][C:7]([C:11]#[N:12])=[CH:8][CH:9]=2)[CH:4]=[C:3]1[C:13]([F:16])([F:15])[F:14].N. (2) Given the product [C:1]([N:4]1[C:13]2[C:8](=[CH:9][C:10]([C:14]([NH:16][C:33](=[O:40])[C:34]3[CH:39]=[CH:38][CH:37]=[CH:36][CH:35]=3)=[O:15])=[CH:11][CH:12]=2)[CH:7]([NH:17][C:18]2[CH:19]=[CH:20][C:21]([N:24]3[CH2:25][CH2:26][O:27][CH2:28][CH2:29]3)=[CH:22][CH:23]=2)[CH2:6][CH:5]1[CH3:30])(=[O:3])[CH3:2], predict the reactants needed to synthesize it. The reactants are: [C:1]([N:4]1[C:13]2[C:8](=[CH:9][C:10]([C:14]([NH2:16])=[O:15])=[CH:11][CH:12]=2)[C@H:7]([NH:17][C:18]2[CH:23]=[CH:22][C:21]([N:24]3[CH2:29][CH2:28][O:27][CH2:26][CH2:25]3)=[CH:20][CH:19]=2)[CH2:6][C@@H:5]1[CH3:30])(=[O:3])[CH3:2].[H-].[Na+].[C:33](Cl)(=[O:40])[C:34]1[CH:39]=[CH:38][CH:37]=[CH:36][CH:35]=1.O.